Dataset: Forward reaction prediction with 1.9M reactions from USPTO patents (1976-2016). Task: Predict the product of the given reaction. (1) Given the reactants [OH:1][C:2]([C:4]([F:7])(F)F)=O.ClC(=[C:12]1[CH2:17][CH2:16][NH:15][CH2:14][CH2:13]1)C=C.ClC(=C1CCN([C:28]([O:30][C:31](C)(C)[CH3:32])=[O:29])CC1)C=C.C(O)(C(F)(F)F)=O, predict the reaction product. The product is: [CH2:31]([O:30][C:28]([O:1][CH2:2][C:4](=[C:12]1[CH2:13][CH2:14][NH:15][CH2:16][CH2:17]1)[F:7])=[O:29])[CH3:32]. (2) Given the reactants [CH:1]1([NH:4][C:5]2[N:10]3[N:11]=[CH:12][C:13]([CH:14]=O)=[C:9]3[N:8]=[C:7]([C:16]3[CH:21]=[CH:20][N:19]=[C:18]([F:22])[CH:17]=3)[CH:6]=2)[CH2:3][CH2:2]1.N1CCCCC1.[S:29]1[CH2:33][C:32](=[O:34])[NH:31][C:30]1=[O:35], predict the reaction product. The product is: [CH:1]1([NH:4][C:5]2[N:10]3[N:11]=[CH:12][C:13]([CH:14]=[C:33]4[S:29][C:30](=[O:35])[NH:31][C:32]4=[O:34])=[C:9]3[N:8]=[C:7]([C:16]3[CH:21]=[CH:20][N:19]=[C:18]([F:22])[CH:17]=3)[CH:6]=2)[CH2:3][CH2:2]1. (3) Given the reactants Br[C:2]1[CH:7]=[CH:6][C:5]([Br:8])=[CH:4][N:3]=1.O.[NH2:10][NH2:11].CC(O)CC, predict the reaction product. The product is: [Br:8][C:5]1[CH:6]=[CH:7][C:2]([NH:10][NH2:11])=[N:3][CH:4]=1. (4) Given the reactants [Cl:1][C:2]1[CH:3]=[C:4]([CH2:27][CH2:28][C:29]([O:31]C(C)(C)C)=[O:30])[CH:5]=[CH:6][C:7]=1[C:8]1[N:12]=[C:11]([C:13]2[N:14]=[C:15]3[C:20]([Cl:21])=[CH:19][C:18]([C:22]([F:25])([F:24])[F:23])=[CH:17][N:16]3[CH:26]=2)[O:10][N:9]=1, predict the reaction product. The product is: [Cl:1][C:2]1[CH:3]=[C:4]([CH2:27][CH2:28][C:29]([OH:31])=[O:30])[CH:5]=[CH:6][C:7]=1[C:8]1[N:12]=[C:11]([C:13]2[N:14]=[C:15]3[C:20]([Cl:21])=[CH:19][C:18]([C:22]([F:24])([F:25])[F:23])=[CH:17][N:16]3[CH:26]=2)[O:10][N:9]=1. (5) Given the reactants [F:1][C:2]([F:19])([C:6]1[CH:11]=[CH:10][C:9]([C:12]2[CH:17]=[CH:16][C:15]([F:18])=[CH:14][CH:13]=2)=[CH:8][CH:7]=1)[C:3]([OH:5])=O.P(Cl)(Cl)(Cl)=O.Cl.[NH2:26][CH2:27][C:28]1[CH:29]=[C:30]2[C:34](=[CH:35][CH:36]=1)[C:33](=[O:37])[N:32]([CH:38]1[CH2:43][CH2:42][C:41](=[O:44])[NH:40][C:39]1=[O:45])[CH2:31]2.C(=O)(O)[O-].[Na+], predict the reaction product. The product is: [O:45]=[C:39]1[CH:38]([N:32]2[CH2:31][C:30]3[C:34](=[CH:35][CH:36]=[C:28]([CH2:27][NH:26][C:3](=[O:5])[C:2]([F:1])([F:19])[C:6]4[CH:11]=[CH:10][C:9]([C:12]5[CH:17]=[CH:16][C:15]([F:18])=[CH:14][CH:13]=5)=[CH:8][CH:7]=4)[CH:29]=3)[C:33]2=[O:37])[CH2:43][CH2:42][C:41](=[O:44])[NH:40]1. (6) Given the reactants Br[C:2]1[N:7]=[C:6]([C:8]2[CH:13]=[C:12]([C:14]3[CH:19]=[CH:18][C:17]([C:20]([F:23])([F:22])[F:21])=[CH:16][CH:15]=3)[CH:11]=[C:10]([CH3:24])[N:9]=2)[CH:5]=[CH:4][CH:3]=1.[C:25]([NH:29][S:30]([C:33]1[CH:34]=[C:35](B(O)O)[CH:36]=[CH:37][CH:38]=1)(=[O:32])=[O:31])([CH3:28])([CH3:27])[CH3:26], predict the reaction product. The product is: [C:25]([NH:29][S:30]([C:33]1[CH:34]=[CH:35][CH:36]=[C:37]([C:2]2[N:7]=[C:6]([C:8]3[CH:13]=[C:12]([C:14]4[CH:15]=[CH:16][C:17]([C:20]([F:21])([F:22])[F:23])=[CH:18][CH:19]=4)[CH:11]=[C:10]([CH3:24])[N:9]=3)[CH:5]=[CH:4][CH:3]=2)[CH:38]=1)(=[O:32])=[O:31])([CH3:28])([CH3:26])[CH3:27]. (7) Given the reactants C1(P(C2C=CC=CC=2)C2C=CC=CC=2)C=CC=CC=1.CC(OC(/N=N/C(OC(C)C)=O)=O)C.[C:34]([O:38][C:39]([N:41]1[CH2:46][CH2:45][CH:44]([OH:47])[CH2:43][CH2:42]1)=[O:40])([CH3:37])([CH3:36])[CH3:35].[Cl:48][C:49]1[CH:54]=[CH:53][C:52](O)=[CH:51][CH:50]=1, predict the reaction product. The product is: [C:34]([O:38][C:39]([N:41]1[CH2:46][CH2:45][CH:44]([O:47][C:52]2[CH:53]=[CH:54][C:49]([Cl:48])=[CH:50][CH:51]=2)[CH2:43][CH2:42]1)=[O:40])([CH3:37])([CH3:35])[CH3:36].